This data is from Reaction yield outcomes from USPTO patents with 853,638 reactions. The task is: Predict the reaction yield, written as a fraction of the theoretical maximum amount of product (1.0 means a 100% yield; for example, 0.34 means a 34% yield). (1) The reactants are [C:1]1([N:7]2[C:12](=[O:13])[C:11](Cl)=[C:10]([O:15][CH3:16])[CH:9]=[N:8]2)[CH:6]=[CH:5][CH:4]=[CH:3][CH:2]=1.[F:17][C:18]1[CH:23]=[CH:22][C:21](B(O)O)=[CH:20][CH:19]=1. No catalyst specified. The product is [C:1]1([N:7]2[C:12](=[O:13])[C:11]([C:21]3[CH:22]=[CH:23][C:18]([F:17])=[CH:19][CH:20]=3)=[C:10]([O:15][CH3:16])[CH:9]=[N:8]2)[CH:6]=[CH:5][CH:4]=[CH:3][CH:2]=1. The yield is 0.960. (2) The catalyst is CCO.[Pd]. The yield is 0.710. The reactants are [C:1]([O:5][C:6]([NH:8][C@H:9]([C:30]([O:32][CH3:33])=[O:31])[CH2:10][C:11]1[CH:16]=[CH:15][C:14]([CH2:17][CH2:18][CH2:19][C:20]2[CH:29]=[CH:28][C:27]3[C:22](=[N:23][CH:24]=[CH:25][CH:26]=3)[N:21]=2)=[CH:13][CH:12]=1)=[O:7])([CH3:4])([CH3:3])[CH3:2]. The product is [C:1]([O:5][C:6]([NH:8][C@H:9]([C:30]([O:32][CH3:33])=[O:31])[CH2:10][C:11]1[CH:16]=[CH:15][C:14]([CH2:17][CH2:18][CH2:19][C:20]2[CH:29]=[CH:28][C:27]3[CH2:26][CH2:25][CH2:24][NH:23][C:22]=3[N:21]=2)=[CH:13][CH:12]=1)=[O:7])([CH3:4])([CH3:3])[CH3:2]. (3) The product is [CH3:59][C:58]1[N:51]([C@@H:28]2[O:29][C@H:30]([CH2:41][OH:42])[C@@H:31]([OH:32])[C@H:27]2[OH:26])[C:52](=[O:53])[N:54]=[C:55]([NH2:3])[CH:57]=1. The yield is 0.620. The catalyst is C(#N)C. The reactants are C([N:3](CC)CC)C.N1C=NC=N1.P(Cl)(Cl)(Cl)=O.C([O:26][C@@H:27]1[C@H:31]([O:32]C(=O)C2C=CC=CC=2)[C@@H:30]([CH2:41][O:42]C(=O)C2C=CC=CC=2)[O:29][C@H:28]1[N:51]1[C:58]([CH3:59])=[CH:57][C:55](=O)[NH:54][C:52]1=[O:53])(=O)C1C=CC=CC=1. (4) The product is [CH:1]([C:4]1[CH:8]=[C:7]([NH:9][C:23](=[O:24])[O:25][C:26]2[CH:31]=[CH:30][CH:29]=[CH:28][CH:27]=2)[N:6]([C:10]2[CH:15]=[CH:14][CH:13]=[CH:12][CH:11]=2)[N:5]=1)([CH3:3])[CH3:2]. The reactants are [CH:1]([C:4]1[CH:8]=[C:7]([NH2:9])[N:6]([C:10]2[CH:15]=[CH:14][CH:13]=[CH:12][CH:11]=2)[N:5]=1)([CH3:3])[CH3:2].C(=O)([O-])[O-].[K+].[K+].Cl[C:23]([O:25][C:26]1[CH:31]=[CH:30][CH:29]=[CH:28][CH:27]=1)=[O:24]. The yield is 0.540. The catalyst is C(Cl)Cl. (5) The reactants are [Cl:1][C:2]1[CH:3]=[C:4]([CH:9]=[C:10](Cl)[N:11]=1)[C:5]([O:7][CH3:8])=[O:6].C(P(C(C)(C)C)C1C=CC=CC=1C1C=CC=CC=1)(C)(C)C.[Na+].[CH3:35][S:36]([NH-:39])(=[O:38])=[O:37]. The catalyst is C1C=CC(/C=C/C(/C=C/C2C=CC=CC=2)=O)=CC=1.C1C=CC(/C=C/C(/C=C/C2C=CC=CC=2)=O)=CC=1.C1C=CC(/C=C/C(/C=C/C2C=CC=CC=2)=O)=CC=1.[Pd].[Pd].C1(C)C=CC=CC=1. The product is [CH3:8][O:7][C:5](=[O:6])[C:4]1[CH:9]=[C:10]([NH:39][S:36]([CH3:35])(=[O:38])=[O:37])[N:11]=[C:2]([Cl:1])[CH:3]=1. The yield is 0.500. (6) The reactants are C1(P(C2C=CC=CC=2)C2C=CC=CC=2)C=CC=CC=1.[CH3:20][C:21]1[CH:26]=[CH:25][CH:24]=[C:23]([CH3:27])[C:22]=1[O:28][CH2:29][C:30]1[C:34]([CH2:35][OH:36])=[C:33]([CH:37]([CH3:39])[CH3:38])[O:32][N:31]=1.O[C:41]1[CH:46]=[CH:45][C:44]([C:47]2[CH:56]=[C:55]3[C:50]([CH:51]=[C:52]([C:57]([O:59][CH3:60])=[O:58])[N:53]=[CH:54]3)=[CH:49][CH:48]=2)=[CH:43][CH:42]=1.N(C(OC(C)C)=O)=NC(OC(C)C)=O. The catalyst is ClCCl. The product is [CH3:20][C:21]1[CH:26]=[CH:25][CH:24]=[C:23]([CH3:27])[C:22]=1[O:28][CH2:29][C:30]1[C:34]([CH2:35][O:36][C:41]2[CH:42]=[CH:43][C:44]([C:47]3[CH:56]=[C:55]4[C:50]([CH:51]=[C:52]([C:57]([O:59][CH3:60])=[O:58])[N:53]=[CH:54]4)=[CH:49][CH:48]=3)=[CH:45][CH:46]=2)=[C:33]([CH:37]([CH3:39])[CH3:38])[O:32][N:31]=1. The yield is 0.370.